From a dataset of Full USPTO retrosynthesis dataset with 1.9M reactions from patents (1976-2016). Predict the reactants needed to synthesize the given product. (1) Given the product [C:66]([O:65][C:63](=[O:64])[CH2:62][N:58]1[CH:59]=[CH:60][N:61]=[C:57]1[CH2:56][N:42]([CH2:43][CH2:44][CH2:45][CH2:46][CH2:47][CH2:48][CH2:49][CH2:50][CH2:51][CH2:52][C:53](=[O:54])[NH:1][CH2:2][CH2:3][CH2:4][CH2:5][C@@H:6]([C:7]([O:9][C:10]([CH3:13])([CH3:12])[CH3:11])=[O:8])[NH:14][C:15](=[O:34])[NH:16][C@H:17]([C:18]([O:20][C:21]([CH3:22])([CH3:23])[CH3:24])=[O:19])[CH2:25][CH2:26][C:27]([O:29][C:30]([CH3:33])([CH3:32])[CH3:31])=[O:28])[CH2:41][C:40]([O:39][C:35]([CH3:36])([CH3:37])[CH3:38])=[O:70])([CH3:69])([CH3:67])[CH3:68], predict the reactants needed to synthesize it. The reactants are: [NH2:1][CH2:2][CH2:3][CH2:4][CH2:5][C@H:6]([NH:14][C:15](=[O:34])[NH:16][C@@H:17]([CH2:25][CH2:26][C:27]([O:29][C:30]([CH3:33])([CH3:32])[CH3:31])=[O:28])[C:18]([O:20][C:21]([CH3:24])([CH3:23])[CH3:22])=[O:19])[C:7]([O:9][C:10]([CH3:13])([CH3:12])[CH3:11])=[O:8].[C:35]([O:39][C:40](=[O:70])[CH2:41][N:42]([CH2:56][C:57]1[N:58]([CH2:62][C:63]([O:65][C:66]([CH3:69])([CH3:68])[CH3:67])=[O:64])[CH:59]=[CH:60][N:61]=1)[CH2:43][CH2:44][CH2:45][CH2:46][CH2:47][CH2:48][CH2:49][CH2:50][CH2:51][CH2:52][C:53](O)=[O:54])([CH3:38])([CH3:37])[CH3:36].C(N=C=NCCCN(C)C)C.ON1C2C=CC=CC=2N=N1.CCN(C(C)C)C(C)C. (2) Given the product [CH2:1]([N:8]1[CH2:13][CH2:14][C:15]([C:27]2[CH:32]=[CH:31][C:30]([Cl:33])=[C:29]([Cl:34])[CH:28]=2)([CH2:16][O:17][C:18]2[CH:23]=[CH:22][C:21]([O:24][CH3:25])=[CH:20][CH:19]=2)[O:26][CH2:10][C:9]1=[O:12])[C:2]1[CH:7]=[CH:6][CH:5]=[CH:4][CH:3]=1, predict the reactants needed to synthesize it. The reactants are: [CH2:1]([N:8]([CH2:13][CH2:14][C:15]([C:27]1[CH:32]=[CH:31][C:30]([Cl:33])=[C:29]([Cl:34])[CH:28]=1)([OH:26])[CH2:16][O:17][C:18]1[CH:23]=[CH:22][C:21]([O:24][CH3:25])=[CH:20][CH:19]=1)[C:9](=[O:12])[CH2:10]Cl)[C:2]1[CH:7]=[CH:6][CH:5]=[CH:4][CH:3]=1.CC(C)([O-])C.[Na+].O. (3) Given the product [C:1]([C:3]1[C:4]([N:15]2[CH2:16][CH:17]([C:19]([OH:21])=[O:20])[CH2:18]2)=[N:5][C:6]([CH3:14])=[C:7]([C:9]([O:29][CH2:28][C:27]([CH3:31])([CH3:30])[CH3:26])=[O:10])[CH:8]=1)#[N:2], predict the reactants needed to synthesize it. The reactants are: [C:1]([C:3]1[C:4]([N:15]2[CH2:18][CH:17]([C:19]([OH:21])=[O:20])[CH2:16]2)=[N:5][C:6]([CH3:14])=[C:7]([C:9](OCC)=[O:10])[CH:8]=1)#[N:2].CS(C)=O.[CH3:26][C:27]([CH3:31])([CH3:30])[CH2:28][O-:29].[Na+].Cl.